From a dataset of Catalyst prediction with 721,799 reactions and 888 catalyst types from USPTO. Predict which catalyst facilitates the given reaction. The catalyst class is: 31. Product: [OH:1][C:2]1[CH:3]=[C:4]([NH:9][C:10]2[O:11][CH:14]=[C:15]([C:16]([O:18][CH2:19][CH3:20])=[O:17])[N:12]=2)[CH:5]=[CH:6][C:7]=1[CH3:8]. Reactant: [OH:1][C:2]1[CH:3]=[C:4]([NH:9][C:10]([NH2:12])=[O:11])[CH:5]=[CH:6][C:7]=1[CH3:8].Br[CH2:14][C:15](=O)[C:16]([O:18][CH2:19][CH3:20])=[O:17].